From a dataset of Reaction yield outcomes from USPTO patents with 853,638 reactions. Predict the reaction yield, written as a fraction of the theoretical maximum amount of product (1.0 means a 100% yield; for example, 0.34 means a 34% yield). (1) The reactants are O[C:2]1[CH:7]=[C:6]([O:8][CH3:9])[CH:5]=[CH:4][C:3]=1[C:10]1([CH2:25][OH:26])[C:18]2[C:13](=[CH:14][CH:15]=[CH:16][CH:17]=2)[N:12]([CH2:19][CH2:20][CH2:21][CH2:22][CH3:23])[C:11]1=[O:24].C1(CCN2C3C(=CC=CC=3)C(C3C(O)=CC4OCOC=4C=3)(CO)C2=O)CC1. No catalyst specified. The product is [CH3:9][O:8][C:6]1[CH:5]=[CH:4][C:3]2[C:10]3([CH2:25][O:26][C:2]=2[CH:7]=1)[C:18]1[C:13](=[CH:14][CH:15]=[CH:16][CH:17]=1)[N:12]([CH2:19][CH2:20][CH2:21][CH2:22][CH3:23])[C:11]3=[O:24]. The yield is 0.990. (2) The reactants are [Cl:1][C:2]1[CH:17]=[C:16]([Cl:18])[CH:15]=[CH:14][C:3]=1[O:4][C:5]1[CH:13]=[CH:12][CH:11]=[CH:10][C:6]=1[C:7]([OH:9])=O.Cl.CN(C)CCCN=C=NCC.C(N(CC)CC)C.[CH2:38]([O:40][C:41]([N:43]1[CH2:48][CH2:47][CH:46]([NH2:49])[CH2:45][CH2:44]1)=[O:42])[CH3:39]. The catalyst is C(Cl)Cl.CN(C)C1C=CN=CC=1. The product is [CH2:38]([O:40][C:41]([N:43]1[CH2:44][CH2:45][CH:46]([NH:49][C:7](=[O:9])[C:6]2[CH:10]=[CH:11][CH:12]=[CH:13][C:5]=2[O:4][C:3]2[CH:14]=[CH:15][C:16]([Cl:18])=[CH:17][C:2]=2[Cl:1])[CH2:47][CH2:48]1)=[O:42])[CH3:39]. The yield is 0.450.